The task is: Binary Classification. Given a drug SMILES string, predict its activity (active/inactive) in a high-throughput screening assay against a specified biological target.. This data is from HIV replication inhibition screening data with 41,000+ compounds from the AIDS Antiviral Screen. (1) The compound is O=c1oc2nc3ccc(Cl)cc3c(=O)n2c2ccc(Cl)cc12. The result is 0 (inactive). (2) The result is 0 (inactive). The molecule is CC(C)c1ccc(C(=O)C=C(O)C(O)=CC(=O)c2ccc(C(C)C)cc2)cc1. (3) The drug is COc1cccc(N(CN2C(=O)CCC2OC)C(C)=O)c1. The result is 0 (inactive). (4) The molecule is CCC1C(C(=O)Nc2ccccc2C)=C(C)NC(C)=C1c1ccccc1C. The result is 0 (inactive). (5) The compound is N#CC1CCCCOCCOCCOCCOCCOCCCCCC1=O. The result is 0 (inactive).